Dataset: Full USPTO retrosynthesis dataset with 1.9M reactions from patents (1976-2016). Task: Predict the reactants needed to synthesize the given product. (1) Given the product [C:1]1([S:7]([CH2:10][C:11]2[S:12][CH:13]=[C:14]([C:16]3[C:17](=[O:29])[NH:18][C:19]4[C:24]([CH:25]=3)=[CH:23][CH:22]=[C:21]([C:26]([N:48]3[CH2:49][CH2:50][N:45]([CH3:44])[CH2:46][CH2:47]3)=[O:27])[CH:20]=4)[N:15]=2)(=[O:8])=[O:9])[CH:2]=[CH:3][CH:4]=[CH:5][CH:6]=1, predict the reactants needed to synthesize it. The reactants are: [C:1]1([S:7]([CH2:10][C:11]2[S:12][CH:13]=[C:14]([C:16]3[C:17](=[O:29])[NH:18][C:19]4[C:24]([CH:25]=3)=[CH:23][CH:22]=[C:21]([C:26](O)=[O:27])[CH:20]=4)[N:15]=2)(=[O:9])=[O:8])[CH:6]=[CH:5][CH:4]=[CH:3][CH:2]=1.C(Cl)CCl.C1C=CC2N(O)N=NC=2C=1.[CH3:44][N:45]1[CH2:50][CH2:49][NH:48][CH2:47][CH2:46]1. (2) Given the product [Cl:9][C:6]1[C:7]2[O:8][CH2:24][C:25]([C:27]3[CH:32]=[CH:31][CH:30]=[CH:29][CH:28]=3)=[N:1][C:2]=2[C:3]([N:11]2[C:16](=[O:17])[CH:15]=[C:14]([C:18]([F:21])([F:20])[F:19])[N:13]([CH3:22])[C:12]2=[O:23])=[C:4]([F:10])[CH:5]=1, predict the reactants needed to synthesize it. The reactants are: [NH2:1][C:2]1[C:7]([OH:8])=[C:6]([Cl:9])[CH:5]=[C:4]([F:10])[C:3]=1[N:11]1[C:16](=[O:17])[CH:15]=[C:14]([C:18]([F:21])([F:20])[F:19])[N:13]([CH3:22])[C:12]1=[O:23].[CH2:24](Br)[C:25]([C:27]1[CH:32]=[CH:31][CH:30]=[CH:29][CH:28]=1)=O.C(=O)([O-])[O-].[K+].[K+]. (3) The reactants are: [Cl:1][C:2]1[CH:7]=[C:6](I)[C:5]([F:9])=[CH:4][N:3]=1.[NH2:10][C:11]1[CH:20]=[CH:19][CH:18]=[CH:17][C:12]=1[C:13]([NH:15][CH3:16])=[O:14].C(=O)([O-])[O-].[Cs+].[Cs+].C1(P(C2C=CC=CC=2)C2C=CC3C(=CC=CC=3)C=2C2C3C(=CC=CC=3)C=CC=2P(C2C=CC=CC=2)C2C=CC=CC=2)C=CC=CC=1. Given the product [Cl:1][C:2]1[CH:7]=[C:6]([NH:10][C:11]2[CH:20]=[CH:19][CH:18]=[CH:17][C:12]=2[C:13]([NH:15][CH3:16])=[O:14])[C:5]([F:9])=[CH:4][N:3]=1, predict the reactants needed to synthesize it. (4) Given the product [C:12]([C:11]1[N:10]=[C:9]2[C:4]([CH2:5][CH2:6][CH2:7][N:8]2[C:14]([NH2:16])=[O:15])=[CH:3][C:2]=1[C:25]1[CH:30]=[N:29][CH:28]=[C:27]([C:31]2([OH:37])[CH2:32][CH2:33][O:34][CH2:35][CH2:36]2)[CH:26]=1)#[N:13], predict the reactants needed to synthesize it. The reactants are: Br[C:2]1[CH:3]=[C:4]2[C:9](=[N:10][C:11]=1[C:12]#[N:13])[N:8]([C:14]([NH2:16])=[O:15])[CH2:7][CH2:6][CH2:5]2.CC1(C)C(C)(C)OB([C:25]2[CH:26]=[C:27]([C:31]3([OH:37])[CH2:36][CH2:35][O:34][CH2:33][CH2:32]3)[CH:28]=[N:29][CH:30]=2)O1. (5) Given the product [C:16](=[C:13]1[CH2:12][CH2:11][N:10]([C:2]2[NH:1][C:5]3[CH:6]=[CH:7][CH:8]=[CH:9][C:4]=3[N:3]=2)[CH2:15][CH2:14]1)([C:18]1[CH:19]=[CH:20][CH:21]=[CH:22][CH:23]=1)[C:24]1[CH:29]=[CH:28][CH:27]=[CH:26][CH:25]=1, predict the reactants needed to synthesize it. The reactants are: [NH:1]1[C:5]2[CH:6]=[CH:7][CH:8]=[CH:9][C:4]=2[N:3]=[C:2]1[N:10]1[CH2:15][CH2:14][CH:13]([C:16]([C:24]2[CH:29]=[CH:28][CH:27]=[CH:26][CH:25]=2)([C:18]2[CH:23]=[CH:22][CH:21]=[CH:20][CH:19]=2)O)[CH2:12][CH2:11]1.